From a dataset of Reaction yield outcomes from USPTO patents with 853,638 reactions. Predict the reaction yield, written as a fraction of the theoretical maximum amount of product (1.0 means a 100% yield; for example, 0.34 means a 34% yield). (1) The reactants are [OH:1][CH:2]([C:19]1[CH:24]=[CH:23][CH:22]=[CH:21][CH:20]=1)[CH2:3][O:4][C:5]1[CH:18]=[CH:17][C:8]([CH2:9][CH:10]2[S:14][C:13](=[O:15])[NH:12][C:11]2=[O:16])=[CH:7][CH:6]=1.CS(C)=O.O=P12OP3(OP(OP(O3)(O1)=O)(=O)O2)=O.C(N(CC)CC)C. The catalyst is C(Cl)Cl. The product is [O:1]=[C:2]([C:19]1[CH:24]=[CH:23][CH:22]=[CH:21][CH:20]=1)[CH2:3][O:4][C:5]1[CH:18]=[CH:17][C:8]([CH2:9][CH:10]2[S:14][C:13](=[O:15])[NH:12][C:11]2=[O:16])=[CH:7][CH:6]=1. The yield is 0.400. (2) The reactants are [F:1][C:2]1[CH:18]=[CH:17][CH:16]=[C:15]([F:19])[C:3]=1[C:4]([NH:6][C:7]1[C:8]([C:12]([OH:14])=O)=[N:9][NH:10][CH:11]=1)=[O:5].[NH2:20][CH:21]1[CH2:26][CH2:25][N:24]([CH3:27])[CH2:23][CH2:22]1.CCN=C=NCCCN(C)C.C1C=CC2N(O)N=NC=2C=1. The catalyst is CN(C=O)C.CCOC(C)=O. The product is [CH3:27][N:24]1[CH2:25][CH2:26][CH:21]([NH:20][C:12]([C:8]2[C:7]([NH:6][C:4](=[O:5])[C:3]3[C:15]([F:19])=[CH:16][CH:17]=[CH:18][C:2]=3[F:1])=[CH:11][NH:10][N:9]=2)=[O:14])[CH2:22][CH2:23]1. The yield is 0.690. (3) The reactants are [Cl:1][C:2]1[C:43]([C:44]([F:47])([F:46])[F:45])=[CH:42][CH:41]=[CH:40][C:3]=1[CH2:4][N:5]([CH2:26][CH:27]([C:34]1[CH:39]=[CH:38][CH:37]=[CH:36][CH:35]=1)[C:28]1[CH:33]=[CH:32][CH:31]=[CH:30][CH:29]=1)[CH2:6][CH2:7][CH2:8][O:9][C:10]1[CH:15]=[CH:14][CH:13]=[C:12]([CH:16](COCC)[C:17]2[NH:21][N:20]=[N:19][N:18]=2)[CH:11]=1.C([SiH](CC)CC)C.C(O)(C(F)(F)F)=O. The catalyst is ClCCl. The product is [Cl:1][C:2]1[C:43]([C:44]([F:47])([F:45])[F:46])=[CH:42][CH:41]=[CH:40][C:3]=1[CH2:4][N:5]([CH2:26][CH:27]([C:28]1[CH:29]=[CH:30][CH:31]=[CH:32][CH:33]=1)[C:34]1[CH:39]=[CH:38][CH:37]=[CH:36][CH:35]=1)[CH2:6][CH2:7][CH2:8][O:9][C:10]1[CH:15]=[CH:14][CH:13]=[C:12]([CH2:16][C:17]2[NH:21][N:20]=[N:19][N:18]=2)[CH:11]=1. The yield is 0.440. (4) The reactants are Br[CH2:2][C:3]1[CH:12]=[CH:11][C:10]2[C:5](=[CH:6][CH:7]=[CH:8][CH:9]=2)[CH:4]=1.[CH:13]1[C:22]2[C:17](=[CH:18][CH:19]=[CH:20][CH:21]=2)[CH2:16][CH2:15][C:14]=1N1CCCC1.[O:28]1CCOCC1.Cl. The catalyst is CCCCCC.C(OCC)(=O)C. The product is [CH:4]1[C:5]2[C:10](=[CH:9][CH:8]=[CH:7][CH:6]=2)[CH:11]=[CH:12][C:3]=1[CH2:2][CH:13]1[C:22]2[C:17](=[CH:18][CH:19]=[CH:20][CH:21]=2)[CH2:16][CH2:15][C:14]1=[O:28]. The yield is 0.605. (5) The reactants are C([O:8][C:9]1[CH:14]=[CH:13][N:12]([CH2:15][CH2:16][CH2:17][CH3:18])[C:11](=[O:19])[CH:10]=1)C1C=CC=CC=1. The catalyst is [Pd].C(O)C. The product is [CH2:15]([N:12]1[CH:13]=[CH:14][C:9]([OH:8])=[CH:10][C:11]1=[O:19])[CH2:16][CH2:17][CH3:18]. The yield is 1.00.